Dataset: Forward reaction prediction with 1.9M reactions from USPTO patents (1976-2016). Task: Predict the product of the given reaction. (1) Given the reactants [CH2:1]([N:8]1[C@H:13]([CH2:14][CH3:15])[CH2:12][O:11][C:10]([CH2:17][CH2:18][OH:19])([CH3:16])[C:9]1=O)[C:2]1[CH:7]=[CH:6][CH:5]=[CH:4][CH:3]=1.C(O)C, predict the reaction product. The product is: [CH2:1]([N:8]1[C@H:13]([CH2:14][CH3:15])[CH2:12][O:11][C:10]([CH2:17][CH2:18][OH:19])([CH3:16])[CH2:9]1)[C:2]1[CH:3]=[CH:4][CH:5]=[CH:6][CH:7]=1. (2) The product is: [CH3:23][C:20]([O:19][CH:14]([C:7]1[N:8]([CH3:13])[C:9](=[O:12])[C:10]2[C:5]([C:6]=1[C:24]1[CH:29]=[CH:28][C:27]([CH3:30])=[C:26]([CH3:31])[CH:25]=1)=[CH:4][CH:3]=[C:2]([CH2:33][CH:34]([CH3:36])[CH3:35])[CH:11]=2)[C:15]([OH:17])=[O:16])([CH3:21])[CH3:22]. Given the reactants Br[C:2]1[CH:11]=[C:10]2[C:5]([C:6]([C:24]3[CH:29]=[CH:28][C:27]([CH3:30])=[C:26]([CH3:31])[CH:25]=3)=[C:7]([CH:14]([O:19][C:20]([CH3:23])([CH3:22])[CH3:21])[C:15]([O:17]C)=[O:16])[N:8]([CH3:13])[C:9]2=[O:12])=[CH:4][CH:3]=1.[Br-].[CH2:33]([Zn+])[CH:34]([CH3:36])[CH3:35], predict the reaction product. (3) Given the reactants C([O:4][CH:5]1[CH:10]([N:11]([CH3:13])[CH3:12])[CH2:9][CH:8]([CH3:14])[O:7][CH:6]1[O:15][CH:16]1[CH2:30][CH2:29][CH2:28][CH2:27][CH2:26][CH2:25][CH2:24][CH2:23][CH2:22][CH2:21][CH2:20][CH2:19][CH2:18][CH2:17]1)(=O)C.C([O-])([O-])=O.[K+].[K+], predict the reaction product. The product is: [CH:16]1([O:15][CH:6]2[CH:5]([OH:4])[CH:10]([N:11]([CH3:13])[CH3:12])[CH2:9][CH:8]([CH3:14])[O:7]2)[CH2:30][CH2:29][CH2:28][CH2:27][CH2:26][CH2:25][CH2:24][CH2:23][CH2:22][CH2:21][CH2:20][CH2:19][CH2:18][CH2:17]1. (4) Given the reactants [NH2:1][C:2](=[O:44])[CH2:3][C:4]1[CH:43]=[CH:42][CH:41]=[CH:40][C:5]=1[CH2:6][CH2:7][C:8]1[C:13]([C:14]([F:17])([F:16])[F:15])=[CH:12][N:11]=[C:10]([NH:18][C:19]2[CH:39]=[CH:38][C:22]([C:23]([N:25]3[CH2:30][CH2:29][N:28](C(OC(C)(C)C)=O)[CH2:27][CH2:26]3)=[O:24])=[CH:21][CH:20]=2)[N:9]=1.C(O)(C(F)(F)F)=O, predict the reaction product. The product is: [N:25]1([C:23]([C:22]2[CH:21]=[CH:20][C:19]([NH:18][C:10]3[N:9]=[C:8]([CH2:7][CH2:6][C:5]4[CH:40]=[CH:41][CH:42]=[CH:43][C:4]=4[CH2:3][C:2]([NH2:1])=[O:44])[C:13]([C:14]([F:16])([F:15])[F:17])=[CH:12][N:11]=3)=[CH:39][CH:38]=2)=[O:24])[CH2:26][CH2:27][NH:28][CH2:29][CH2:30]1. (5) Given the reactants C([C@@H]1COC(=O)N1[C:14]([CH:16]1[CH2:18][CH:17]1[C:19]1[CH:24]=[CH:23][C:22]([O:25][CH2:26][C:27]2[CH:32]=[CH:31][CH:30]=[CH:29][CH:28]=2)=[C:21]([Cl:33])[CH:20]=1)=[O:15])C1C=CC=CC=1.C(C1C[O:44]C(=O)N1)C1C=CC=CC=1, predict the reaction product. The product is: [CH2:26]([O:25][C:22]1[CH:23]=[CH:24][C:19]([CH:17]2[CH2:18][CH:16]2[C:14]([OH:15])=[O:44])=[CH:20][C:21]=1[Cl:33])[C:27]1[CH:32]=[CH:31][CH:30]=[CH:29][CH:28]=1. (6) Given the reactants Br[C:2]1[CH:7]=[CH:6][C:5]([N:8]2[C:12]([CH2:13][C@@H:14]3[CH2:18][CH2:17][N:16]([C:19]([CH:21]4[CH2:23][CH2:22]4)=[O:20])[CH2:15]3)=[N:11][NH:10][C:9]2=[O:24])=[C:4]([F:25])[CH:3]=1.[F:26][C:27]1[CH:28]=[C:29](B(O)O)[CH:30]=[CH:31][C:32]=1[CH3:33].O.Cl, predict the reaction product. The product is: [CH:21]1([C:19]([N:16]2[CH2:17][CH2:18][C@@H:14]([CH2:13][C:12]3[N:8]([C:5]4[CH:6]=[CH:7][C:2]([C:29]5[CH:30]=[CH:31][C:32]([CH3:33])=[C:27]([F:26])[CH:28]=5)=[CH:3][C:4]=4[F:25])[C:9](=[O:24])[NH:10][N:11]=3)[CH2:15]2)=[O:20])[CH2:23][CH2:22]1. (7) Given the reactants C[N:2](C)/[CH:3]=[CH:4]/[C:5]([C:7]1[C:12](=[O:13])[CH:11]=[CH:10][N:9]([C:14]2[CH:19]=[CH:18][CH:17]=[C:16]([F:20])[CH:15]=2)[N:8]=1)=O.[NH:22]([C:24]1[CH:29]=[CH:28][N:27]=[C:26]([CH3:30])[CH:25]=1)N, predict the reaction product. The product is: [F:20][C:16]1[CH:15]=[C:14]([N:9]2[CH:10]=[CH:11][C:12](=[O:13])[C:7]([C:5]3[N:22]([C:24]4[CH:29]=[CH:28][N:27]=[C:26]([CH3:30])[CH:25]=4)[N:2]=[CH:3][CH:4]=3)=[N:8]2)[CH:19]=[CH:18][CH:17]=1. (8) Given the reactants Cl[C:2]1[N:7]=[C:6]([C:8]([O:10]C)=[O:9])[CH:5]=[C:4]([NH:12][CH2:13][CH:14]2[CH2:19][CH2:18][CH2:17][CH2:16][CH2:15]2)[N:3]=1.C(N(CC)CC)C.C1(CNC2N=CN=C(C(OC)=O)C=2)CCCCC1.C1(CNC2N=CN=C(C(OCC)=O)C=2)CCCCC1.[OH-].[Li+], predict the reaction product. The product is: [CH:14]1([CH2:13][NH:12][C:4]2[N:3]=[CH:2][N:7]=[C:6]([C:8]([OH:10])=[O:9])[CH:5]=2)[CH2:15][CH2:16][CH2:17][CH2:18][CH2:19]1. (9) Given the reactants [C:1]([C:3]1[CH:33]=[CH:32][C:6]([O:7][C:8]2[CH:9]=[C:10]([CH:20]=[C:21]([O:23][C:24]3[CH:29]=[CH:28][C:27]([C:30]#[N:31])=[CH:26][CH:25]=3)[CH:22]=2)[C:11]([NH:13][CH:14]2[CH2:19][CH2:18][NH:17][CH2:16][CH2:15]2)=[O:12])=[CH:5][CH:4]=1)#[N:2].[C:34]([O:38][C:39](=[O:45])[NH:40][CH2:41][CH2:42][CH2:43]Br)([CH3:37])([CH3:36])[CH3:35], predict the reaction product. The product is: [C:34]([O:38][C:39](=[O:45])[NH:40][CH2:41][CH2:42][CH2:43][N:17]1[CH2:16][CH2:15][CH:14]([NH:13][C:11](=[O:12])[C:10]2[CH:20]=[C:21]([O:23][C:24]3[CH:25]=[CH:26][C:27]([C:30]#[N:31])=[CH:28][CH:29]=3)[CH:22]=[C:8]([O:7][C:6]3[CH:5]=[CH:4][C:3]([C:1]#[N:2])=[CH:33][CH:32]=3)[CH:9]=2)[CH2:19][CH2:18]1)([CH3:37])([CH3:36])[CH3:35]. (10) Given the reactants C(OC(=O)[NH:7][CH:8]1[CH2:13][CH2:12][CH:11]([NH:14][C:15]2[C:16]3[N:17]([C:21]([C:24]4[CH:29]=[CH:28][CH:27]=[C:26]([NH:30][CH2:31][C:32]5[CH:36]=[CH:35][S:34][CH:33]=5)[N:25]=4)=[CH:22][N:23]=3)[CH:18]=[CH:19][N:20]=2)[CH2:10][CH2:9]1)(C)(C)C, predict the reaction product. The product is: [S:34]1[CH:35]=[CH:36][C:32]([CH2:31][NH:30][C:26]2[N:25]=[C:24]([C:21]3[N:17]4[CH:18]=[CH:19][N:20]=[C:15]([NH:14][CH:11]5[CH2:12][CH2:13][CH:8]([NH2:7])[CH2:9][CH2:10]5)[C:16]4=[N:23][CH:22]=3)[CH:29]=[CH:28][CH:27]=2)=[CH:33]1.